Dataset: Reaction yield outcomes from USPTO patents with 853,638 reactions. Task: Predict the reaction yield, written as a fraction of the theoretical maximum amount of product (1.0 means a 100% yield; for example, 0.34 means a 34% yield). (1) The reactants are [OH:1][CH2:2][C:3]1[CH:4]=[C:5]([C:9]2[C:14]([CH3:15])=[C:13]([CH3:16])[C:12]([OH:17])=[C:11]([CH3:18])[C:10]=2[CH3:19])[CH:6]=[CH:7][CH:8]=1.CC1C=CC(S(O[CH2:31][CH2:32][CH2:33][S:34]([CH3:37])(=[O:36])=[O:35])(=O)=O)=CC=1.C(=O)([O-])[O-].[K+].[K+].O. The catalyst is CN(C)C=O. The product is [CH3:19][C:10]1[C:11]([CH3:18])=[C:12]([O:17][CH2:31][CH2:32][CH2:33][S:34]([CH3:37])(=[O:36])=[O:35])[C:13]([CH3:16])=[C:14]([CH3:15])[C:9]=1[C:5]1[CH:6]=[CH:7][CH:8]=[C:3]([CH2:2][OH:1])[CH:4]=1. The yield is 0.850. (2) The reactants are [NH:1]1[C:9]2[C:4](=[CH:5][CH:6]=[C:7]([C:10]3[C:19]([N:20]([CH:22]([CH3:24])[CH3:23])[CH3:21])=[N:18][C:17]4[C:12](=[CH:13][CH:14]=[C:15]([C:25]([O:27]C)=[O:26])[CH:16]=4)[N:11]=3)[CH:8]=2)[CH:3]=[N:2]1.O[Li].O.Cl. The catalyst is O1CCCC1.O. The product is [NH:1]1[C:9]2[C:4](=[CH:5][CH:6]=[C:7]([C:10]3[C:19]([N:20]([CH:22]([CH3:24])[CH3:23])[CH3:21])=[N:18][C:17]4[C:12](=[CH:13][CH:14]=[C:15]([C:25]([OH:27])=[O:26])[CH:16]=4)[N:11]=3)[CH:8]=2)[CH:3]=[N:2]1. The yield is 0.650. (3) The reactants are C([O:4][C@@H:5]1[C@@H:10]([O:11]C(=O)C)[C@@H:9]([CH2:15][O:16]C(=O)C)[O:8][C@H:7]([O:20][C:21]2[CH:26]=[CH:25][C:24](Br)=[CH:23][C:22]=2[CH3:28])[C@H:6]1CC([O-])=O)(=O)C.[CH3:33][NH:34][C:35]([C:37]1[CH:38]=[C:39](B2OC(C)(C)C(C)(C)O2)[CH:40]=[CH:41][CH:42]=1)=[O:36].C(=O)([O-])[O-:53].[Cs+].[Cs+]. The catalyst is O1CCOCC1.O.C1C=CC([P]([Pd]([P](C2C=CC=CC=2)(C2C=CC=CC=2)C2C=CC=CC=2)([P](C2C=CC=CC=2)(C2C=CC=CC=2)C2C=CC=CC=2)[P](C2C=CC=CC=2)(C2C=CC=CC=2)C2C=CC=CC=2)(C2C=CC=CC=2)C2C=CC=CC=2)=CC=1. The product is [CH3:33][NH:34][C:35](=[O:36])[C:37]1[CH:38]=[CH:39][CH:40]=[C:41]([C:24]2[CH:25]=[CH:26][C:21]([O:20][C@@H:7]3[C@@H:6]([OH:53])[C@@H:5]([OH:4])[C@H:10]([OH:11])[C@@H:9]([CH2:15][OH:16])[O:8]3)=[C:22]([CH3:28])[CH:23]=2)[CH:42]=1. The yield is 0.640. (4) The reactants are Br[C:2]1[CH:3]=[C:4]([F:10])[C:5]([F:9])=[C:6]([Cl:8])[CH:7]=1.[B:11]1([B:11]2[O:15][C:14]([CH3:17])([CH3:16])[C:13]([CH3:19])([CH3:18])[O:12]2)[O:15][C:14]([CH3:17])([CH3:16])[C:13]([CH3:19])([CH3:18])[O:12]1.CC([O-])=O.[K+]. The catalyst is O1CCOCC1.C1C=CC(P(C2C=CC=CC=2)[C-]2C=CC=C2)=CC=1.C1C=CC(P(C2C=CC=CC=2)[C-]2C=CC=C2)=CC=1.Cl[Pd]Cl.[Fe+2]. The product is [Cl:8][C:6]1[CH:7]=[C:2]([B:11]2[O:15][C:14]([CH3:17])([CH3:16])[C:13]([CH3:19])([CH3:18])[O:12]2)[CH:3]=[C:4]([F:10])[C:5]=1[F:9]. The yield is 0.542. (5) The reactants are [CH2:1]([O:3][C:4](=[O:27])[C:5]([N:7]([CH2:19][C:20]1[CH:25]=[CH:24][C:23](Br)=[CH:22][CH:21]=1)[CH2:8][C:9]1[CH:14]=[CH:13][C:12]([C:15]([F:18])([F:17])[F:16])=[CH:11][CH:10]=1)=[O:6])[CH3:2].[CH:28]#[C:29][CH2:30][CH2:31][CH2:32][CH2:33][CH2:34][CH2:35][CH2:36][CH2:37][CH2:38][CH2:39][CH2:40][CH3:41]. The catalyst is CCN(CC)CC.Cl.[Cu]Br.C1(P(C2C=CC=CC=2)C2C=CC=CC=2)C=CC=CC=1.C1(P(C2C=CC=CC=2)C2C=CC=CC=2)C=CC=CC=1.C1(P(C2C=CC=CC=2)C2C=CC=CC=2)C=CC=CC=1.C1(P(C2C=CC=CC=2)C2C=CC=CC=2)C=CC=CC=1.[Pd]. The product is [O:6]=[C:5]([N:7]([CH2:19][C:20]1[CH:25]=[CH:24][C:23]([C:28]#[C:29][CH2:30][CH2:31][CH2:32][CH2:33][CH2:34][CH2:35][CH2:36][CH2:37][CH2:38][CH2:39][CH2:40][CH3:41])=[CH:22][CH:21]=1)[CH2:8][C:9]1[CH:14]=[CH:13][C:12]([C:15]([F:18])([F:17])[F:16])=[CH:11][CH:10]=1)[C:4]([O:3][CH2:1][CH3:2])=[O:27]. The yield is 0.500. (6) The reactants are [CH2:1]([Zn]CC)C.FC(F)(F)C(O)=O.[CH:13]1([C:19]([O:21][CH3:22])=[O:20])[CH2:18][CH2:17][CH:16]=[CH:15][CH2:14]1. The catalyst is ClCCl. The product is [CH:15]12[CH2:1][CH:16]1[CH2:17][CH2:18][CH:13]([C:19]([O:21][CH3:22])=[O:20])[CH2:14]2. The yield is 0.950. (7) The reactants are Cl.[CH2:2]([C:4]1[CH:24]=[CH:23][C:7]([CH2:8][O:9][C:10]2[CH:15]=[CH:14][C:13]([C:16]3([OH:20])[CH2:19][NH:18][CH2:17]3)=[CH:12][C:11]=2[O:21][CH3:22])=[CH:6][CH:5]=1)[CH3:3].CCN=C=NCCCN(C)C.Cl.[CH:37]1[CH:38]=[CH:39][C:40]2[N:45](O)N=N[C:41]=2[CH:42]=1.CN(C=[O:51])C. The catalyst is O.C(N(CC)CC)C. The product is [CH2:2]([C:4]1[CH:24]=[CH:23][C:7]([CH2:8][O:9][C:10]2[CH:15]=[CH:14][C:13]([C:16]3([OH:20])[CH2:19][N:18]([C:41]([C:40]4[CH:39]=[CH:38][CH:37]=[CH:42][N:45]=4)=[O:51])[CH2:17]3)=[CH:12][C:11]=2[O:21][CH3:22])=[CH:6][CH:5]=1)[CH3:3]. The yield is 0.740.